From a dataset of Forward reaction prediction with 1.9M reactions from USPTO patents (1976-2016). Predict the product of the given reaction. (1) Given the reactants [CH3:1][C:2]1[C:6]([C:7]2[CH:8]=[C:9]([C:24]([NH2:26])=[O:25])[C:10]3[NH:11][C:12]4[C:17]([C:18]=3[CH:19]=2)=[CH:16][CH:15]=[C:14]([C:20]([OH:23])([CH3:22])[CH3:21])[CH:13]=4)=[C:5]([CH3:27])[O:4][N:3]=1.[CH:28]1([S:31](Cl)(=[O:33])=[O:32])[CH2:30][CH2:29]1.C([O-])(=O)C.[NH4+], predict the reaction product. The product is: [CH:28]1([S:31]([N:11]2[C:10]3[C:9]([C:24]([NH2:26])=[O:25])=[CH:8][C:7]([C:6]4[C:2]([CH3:1])=[N:3][O:4][C:5]=4[CH3:27])=[CH:19][C:18]=3[C:17]3[C:12]2=[CH:13][C:14]([C:20]([OH:23])([CH3:22])[CH3:21])=[CH:15][CH:16]=3)(=[O:33])=[O:32])[CH2:30][CH2:29]1. (2) Given the reactants C([O:8][C:9]1[CH:10]=[C:11]([C:24]2[CH:29]=[CH:28][CH:27]=[CH:26][N:25]=2)[C:12]2[S:16][C:15]([NH:17][C:18]([NH:20][CH2:21][CH3:22])=[O:19])=[N:14][C:13]=2[CH:23]=1)C1C=CC=CC=1.CS(O)(=O)=O, predict the reaction product. The product is: [CH2:21]([NH:20][C:18]([NH:17][C:15]1[S:16][C:12]2[C:11]([C:24]3[CH:29]=[CH:28][CH:27]=[CH:26][N:25]=3)=[CH:10][C:9]([OH:8])=[CH:23][C:13]=2[N:14]=1)=[O:19])[CH3:22].